Dataset: Full USPTO retrosynthesis dataset with 1.9M reactions from patents (1976-2016). Task: Predict the reactants needed to synthesize the given product. (1) Given the product [Cl:20][C:16]1[CH:15]=[C:14]([S:11]([N:3]2[CH:4]=[C:5]3[C:9](=[O:10])[CH2:8][CH2:7][C:6]3=[C:2]2[C:23]2[CH:24]=[CH:25][CH:26]=[CH:27][C:22]=2[F:21])(=[O:13])=[O:12])[CH:19]=[CH:18][CH:17]=1, predict the reactants needed to synthesize it. The reactants are: Br[C:2]1[N:3]([S:11]([C:14]2[CH:19]=[CH:18][CH:17]=[C:16]([Cl:20])[CH:15]=2)(=[O:13])=[O:12])[CH:4]=[C:5]2[C:9](=[O:10])[CH2:8][CH2:7][C:6]=12.[F:21][C:22]1[CH:27]=[CH:26][CH:25]=[CH:24][C:23]=1OB(O)O. (2) Given the product [Br:1][C:2]1[CH:7]=[CH:6][C:5]([CH:8]([CH3:27])[C:9]([C:11]2[C:12]([F:23])=[CH:13][C:14]3[O:19][CH2:18][C:17](=[O:20])[N:16]([CH3:21])[C:15]=3[CH:22]=2)=[O:10])=[C:4]([Cl:24])[CH:3]=1, predict the reactants needed to synthesize it. The reactants are: [Br:1][C:2]1[CH:7]=[CH:6][C:5]([CH2:8][C:9]([C:11]2[C:12]([F:23])=[CH:13][C:14]3[O:19][CH2:18][C:17](=[O:20])[N:16]([CH3:21])[C:15]=3[CH:22]=2)=[O:10])=[C:4]([Cl:24])[CH:3]=1.[H-].[Na+].[CH3:27]I. (3) Given the product [CH2:1]([O:5][C:6]1[CH:10]=[C:9]([CH2:11][CH2:12][S:13]([NH:16][C:36](=[O:37])[O:38][CH2:39][C:40]2[CH:26]=[CH:44][CH:43]=[CH:42][CH:41]=2)(=[O:14])=[O:15])[N:8]([CH2:17][C:18]2[CH:23]=[CH:22][C:21]([Cl:24])=[CH:20][C:19]=2[Cl:25])[N:7]=1)[CH2:2][CH2:3][CH3:4], predict the reactants needed to synthesize it. The reactants are: [CH2:1]([O:5][C:6]1[CH:10]=[C:9]([CH2:11][CH2:12][S:13]([NH2:16])(=[O:15])=[O:14])[N:8]([CH2:17][C:18]2[CH:23]=[CH:22][C:21]([Cl:24])=[CH:20][C:19]=2[Cl:25])[N:7]=1)[CH2:2][CH2:3][CH3:4].[CH:26](N(CC)C(C)C)(C)C.Cl[C:36]([O:38][CH2:39][CH2:40][CH2:41][CH2:42][CH2:43][CH3:44])=[O:37].